This data is from Forward reaction prediction with 1.9M reactions from USPTO patents (1976-2016). The task is: Predict the product of the given reaction. (1) The product is: [F:44][C:45]1[CH:46]=[C:47]([CH2:52][C:53]([NH:2][CH2:3][C:4]2[CH:12]=[CH:11][CH:10]=[C:9]3[C:5]=2[C:6](=[O:22])[N:7]([CH:14]2[CH2:19][CH2:18][C:17](=[O:20])[NH:16][C:15]2=[O:21])[C:8]3=[O:13])=[O:54])[CH:48]=[C:49]([F:51])[CH:50]=1. Given the reactants Cl.[NH2:2][CH2:3][C:4]1[CH:12]=[CH:11][CH:10]=[C:9]2[C:5]=1[C:6](=[O:22])[N:7]([CH:14]1[CH2:19][CH2:18][C:17](=[O:20])[NH:16][C:15]1=[O:21])[C:8]2=[O:13].N12CCCN=C1CCCCC2.ON1C2C=CC=CC=2N=N1.[F:44][C:45]1[CH:46]=[C:47]([CH2:52][C:53](O)=[O:54])[CH:48]=[C:49]([F:51])[CH:50]=1.Cl.CN(C)CCCN=C=NCC, predict the reaction product. (2) Given the reactants C([Cl:4])(=O)C.C(O[C:10](=O)[N:11]([C@H:13]([C:15](=[O:55])[NH:16][C@H:17]1[C@H:23]([CH3:24])[N:22]([C:25](=[O:35])[C:26]2[CH:31]=[CH:30][C:29]([C:32](=[O:34])[CH3:33])=[CH:28][CH:27]=2)[C:21]2[CH:36]=[CH:37][CH:38]=[CH:39][C:20]=2[N:19]([CH2:40][C:41]2[C:50]3[C:45](=[C:46]([Br:51])[CH:47]=[CH:48][CH:49]=3)[CH:44]=[CH:43][C:42]=2[O:52][CH3:53])[C:18]1=[O:54])[CH3:14])C)(C)(C)C, predict the reaction product. The product is: [ClH:4].[C:32]([C:29]1[CH:28]=[CH:27][C:26]([C:25]([N:22]2[C@@H:23]([CH3:24])[C@H:17]([NH:16][C:15](=[O:55])[C@@H:13]([NH:11][CH3:10])[CH3:14])[C:18](=[O:54])[N:19]([CH2:40][C:41]3[C:50]4[C:45](=[C:46]([Br:51])[CH:47]=[CH:48][CH:49]=4)[CH:44]=[CH:43][C:42]=3[O:52][CH3:53])[C:20]3[CH:39]=[CH:38][CH:37]=[CH:36][C:21]2=3)=[O:35])=[CH:31][CH:30]=1)(=[O:34])[CH3:33]. (3) Given the reactants COC(=O)[CH:4]([C:17]#[N:18])[C:5]1[CH:10]=[C:9]([CH3:11])[C:8]([O:12][CH3:13])=[CH:7][C:6]=1[N+:14]([O-:16])=[O:15].Cl, predict the reaction product. The product is: [CH3:13][O:12][C:8]1[C:9]([CH3:11])=[CH:10][C:5]([CH2:4][C:17]#[N:18])=[C:6]([N+:14]([O-:16])=[O:15])[CH:7]=1. (4) Given the reactants [N+:1]([C:4]1[CH:5]=[C:6]([CH:10]=[CH:11][CH:12]=1)[C:7](Cl)=[O:8])([O-])=O.C(NC(C)C)(C)C.[CH3:20][N:21]([CH3:25])[CH2:22][CH2:23][NH2:24], predict the reaction product. The product is: [NH2:1][C:4]1[CH:5]=[C:6]([CH:10]=[CH:11][CH:12]=1)[C:7]([NH:24][CH2:23][CH2:22][N:21]([CH3:25])[CH3:20])=[O:8]. (5) Given the reactants [CH3:1][O:2][C:3]1[CH:8]=[CH:7][C:6]([C:9]2[CH:13]=[C:12]([NH2:14])[S:11][N:10]=2)=[CH:5][CH:4]=1.C[Al](C)C.[CH3:19][C@@H:20]1[CH2:22][C@H:21]1[C:23](OCC1C=CC=CC=1)=[O:24].N#N, predict the reaction product. The product is: [CH3:1][O:2][C:3]1[CH:4]=[CH:5][C:6]([C:9]2[CH:13]=[C:12]([NH:14][C:23]([C@@H:21]3[CH2:22][C@H:20]3[CH3:19])=[O:24])[S:11][N:10]=2)=[CH:7][CH:8]=1.